This data is from Reaction yield outcomes from USPTO patents with 853,638 reactions. The task is: Predict the reaction yield, written as a fraction of the theoretical maximum amount of product (1.0 means a 100% yield; for example, 0.34 means a 34% yield). (1) The reactants are [F:1][C:2]1[CH:7]=[CH:6][C:5]([C:8]2[O:9][C:10]3[CH:20]=[CH:19][C:18]([C:21]4[CH:22]=[CH:23][C:24]([O:30][CH3:31])=[C:25]([CH:29]=4)[C:26](O)=[O:27])=[CH:17][C:11]=3[C:12]=2[C:13](=[O:16])[NH:14][CH3:15])=[CH:4][CH:3]=1.C(N(C(C)C)C(C)C)C.[CH3:41][CH:42]([CH3:45])[CH2:43][NH2:44].CN(C(ON1N=NC2C=CC=NC1=2)=[N+](C)C)C.F[P-](F)(F)(F)(F)F. The catalyst is C(OCC)(=O)C.C(#N)C.CN(C=O)C. The product is [F:1][C:2]1[CH:3]=[CH:4][C:5]([C:8]2[O:9][C:10]3[CH:20]=[CH:19][C:18]([C:21]4[CH:22]=[CH:23][C:24]([O:30][CH3:31])=[C:25]([C:26](=[O:27])[NH:44][CH2:43][CH:42]([CH3:45])[CH3:41])[CH:29]=4)=[CH:17][C:11]=3[C:12]=2[C:13]([NH:14][CH3:15])=[O:16])=[CH:6][CH:7]=1. The yield is 0.380. (2) The reactants are C(N(C(C)C)CC)(C)C.C(O)(=O)C.[O:14]1[CH2:19][CH2:18][CH:17]([NH2:20])[CH2:16][CH2:15]1.Cl[C:22]1[C:27]([N+:28]([O-:30])=[O:29])=[CH:26][N:25]=[C:24]([C:31]2[CH:32]=[N:33][N:34]3[CH:39]=[CH:38][N:37]=[CH:36][C:35]=23)[N:23]=1. The catalyst is O1CCCC1. The product is [N+:28]([C:27]1[C:22]([NH:20][CH:17]2[CH2:18][CH2:19][O:14][CH2:15][CH2:16]2)=[N:23][C:24]([C:31]2[CH:32]=[N:33][N:34]3[CH:39]=[CH:38][N:37]=[CH:36][C:35]=23)=[N:25][CH:26]=1)([O-:30])=[O:29]. The yield is 0.700. (3) The reactants are [OH:1][C@@H:2]1[CH2:6][NH:5][C@H:4]([C:7]([OH:9])=[O:8])[CH2:3]1.[C:10](O[C:10]([O:12][C:13]([CH3:16])([CH3:15])[CH3:14])=[O:11])([O:12][C:13]([CH3:16])([CH3:15])[CH3:14])=[O:11].[OH-].[Na+].C(O)(=O)CC(CC(O)=O)(C(O)=O)O. The catalyst is C1COCC1.O. The product is [C:13]([O:12][C:10]([N:5]1[CH2:6][C@@H:2]([OH:1])[CH2:3][C@H:4]1[C:7]([OH:9])=[O:8])=[O:11])([CH3:16])([CH3:15])[CH3:14]. The yield is 0.770. (4) The reactants are C(C1C2C(C=CC=1)=[N:7][N:6]1[C:12]([CH:17]3[CH2:22][CH2:21][N:20]([C:23]([O:25][C:26]([CH3:29])([CH3:28])[CH3:27])=[O:24])[CH2:19][CH2:18]3)=[CH:13][C:14](=[O:16])[NH:15]C=21)#N.[OH-].[Na+].[C:32](OCC)(=O)[CH3:33].[C:38]([OH:50])(=[O:49])[CH2:39][C:40]([CH2:45][C:46](O)=O)([C:42](O)=O)O. The catalyst is O.C(O)C. The product is [C:26]([O:25][C:23]([N:20]1[CH2:19][CH2:18][CH:17]([C:12]2[N:6]3[N:7]=[C:45]4[C:40]([C:39]([C:38]([OH:50])=[O:49])=[CH:33][CH:32]=[CH:46]4)=[C:42]3[NH:15][C:14](=[O:16])[CH:13]=2)[CH2:22][CH2:21]1)=[O:24])([CH3:29])([CH3:28])[CH3:27]. The yield is 0.840. (5) The catalyst is CO. The yield is 0.450. The product is [Br:10][C:11]1[N:16]=[CH:15][C:14]([CH:17]([C:3]2[C:4]3[C:9](=[N:8][CH:7]=[CH:6][CH:5]=3)[NH:1][CH:2]=2)[OH:18])=[CH:13][CH:12]=1. The reactants are [NH:1]1[C:9]2[C:4](=[CH:5][CH:6]=[CH:7][N:8]=2)[CH:3]=[CH:2]1.[Br:10][C:11]1[N:16]=[CH:15][C:14]([CH:17]=[O:18])=[CH:13][CH:12]=1.[OH-].[K+]. (6) The reactants are Cl.C(N=C=NCCCN(C)C)C.[S:13]1[C:17]2[CH:18]=[CH:19][CH:20]=[CH:21][C:16]=2[CH:15]=[C:14]1[C:22]([OH:24])=O.[C:25]1([CH2:31][O:32][C:33]([C:35]2([NH2:41])[CH2:40][CH2:39][CH2:38][CH2:37][CH2:36]2)=[O:34])[CH:30]=[CH:29][CH:28]=[CH:27][CH:26]=1.ON1C2C=CC=CC=2N=N1. The catalyst is C(Cl)Cl. The product is [C:25]1([CH2:31][O:32][C:33]([C:35]2([NH:41][C:22]([C:14]3[S:13][C:17]4[CH:18]=[CH:19][CH:20]=[CH:21][C:16]=4[CH:15]=3)=[O:24])[CH2:36][CH2:37][CH2:38][CH2:39][CH2:40]2)=[O:34])[CH:26]=[CH:27][CH:28]=[CH:29][CH:30]=1. The yield is 0.910. (7) The reactants are [C:1]([C:3]1[C:11]2[C:6](=[CH:7][C:8]([O:12]C)=[CH:9][CH:10]=2)[N:5]([CH2:14][CH3:15])[C:4]=1[C:16]#[C:17][C:18]1[CH:23]=[CH:22][C:21]([NH:24][C:25]([CH:27]2[CH2:29][CH2:28]2)=[O:26])=[CH:20][CH:19]=1)#[N:2].B(Br)(Br)Br. No catalyst specified. The product is [C:1]([C:3]1[C:11]2[C:6](=[CH:7][C:8]([OH:12])=[CH:9][CH:10]=2)[N:5]([CH2:14][CH3:15])[C:4]=1[C:16]#[C:17][C:18]1[CH:19]=[CH:20][C:21]([NH:24][C:25]([CH:27]2[CH2:28][CH2:29]2)=[O:26])=[CH:22][CH:23]=1)#[N:2]. The yield is 0.540. (8) The reactants are [ClH:1].N[C:3]1[CH:4]=[CH:5][C:6]([Cl:10])=[N:7][C:8]=1[CH3:9].N([O-])=O.[Na+].[S:15](=[O:17])=[O:16]. The catalyst is O. The product is [Cl:10][C:6]1[N:7]=[C:8]([CH3:9])[C:3]([S:15]([Cl:1])(=[O:17])=[O:16])=[CH:4][CH:5]=1. The yield is 0.670. (9) The reactants are [OH-].[Na+].[Si]([O:10][C:11]1[CH:20]=[C:19]([C:21]([OH:34])([CH2:28][CH2:29][CH2:30][CH2:31][CH2:32][CH3:33])[CH2:22][C:23]([O:25]CC)=[O:24])[CH:18]=[C:17]2[C:12]=1[C@@H:13]1[CH2:40][C:39]([CH3:41])=[CH:38][CH2:37][C@H:14]1[C:15]([CH3:36])([CH3:35])[O:16]2)(C(C)(C)C)(C)C.C1COCC1.O. The catalyst is CCCCCC. The product is [OH:34][C:21]([C:19]1[CH:18]=[C:17]2[C:12]([C@@H:13]3[CH2:40][C:39]([CH3:41])=[CH:38][CH2:37][C@H:14]3[C:15]([CH3:35])([CH3:36])[O:16]2)=[C:11]([OH:10])[CH:20]=1)([CH2:28][CH2:29][CH2:30][CH2:31][CH2:32][CH3:33])[CH2:22][C:23]([OH:25])=[O:24]. The yield is 0.750.